This data is from Forward reaction prediction with 1.9M reactions from USPTO patents (1976-2016). The task is: Predict the product of the given reaction. (1) Given the reactants [NH2:1][N:2]1[N:11]=[C:10]([N:12]2[CH2:17][CH2:16][O:15][CH2:14][CH2:13]2)[C:9]2[C:4](=[CH:5][CH:6]=[CH:7][CH:8]=2)[C:3]1=[O:18].[CH:19]1[C:28]2[C:23](=[CH:24][CH:25]=[CH:26][CH:27]=2)[CH:22]=[CH:21][C:20]=1[CH2:29][C:30](O)=[O:31], predict the reaction product. The product is: [N:12]1([C:10]2[C:9]3[C:4](=[CH:5][CH:6]=[CH:7][CH:8]=3)[C:3](=[O:18])[N:2]([NH:1][C:30](=[O:31])[CH2:29][C:20]3[CH:21]=[CH:22][C:23]4[C:28](=[CH:27][CH:26]=[CH:25][CH:24]=4)[CH:19]=3)[N:11]=2)[CH2:17][CH2:16][O:15][CH2:14][CH2:13]1. (2) Given the reactants Cl.[C:2]([C:6]1[CH:10]=[C:9]([CH2:11][NH2:12])[N:8]([C:13]2[CH:18]=[CH:17][CH:16]=[C:15]([O:19][C:20]([F:23])([F:22])[F:21])[CH:14]=2)[N:7]=1)([CH3:5])([CH3:4])[CH3:3].[F:24][C:25]1[CH:26]=[C:27]([CH:36]([CH3:40])[C:37](O)=[O:38])[CH:28]=[CH:29][C:30]=1[CH2:31][O:32][CH2:33][CH2:34][OH:35].C1C=CC2N(O)N=NC=2C=1.CN(C(ON1N=NC2C=CC=CC1=2)=[N+](C)C)C.[B-](F)(F)(F)F.CCN(C(C)C)C(C)C, predict the reaction product. The product is: [C:2]([C:6]1[CH:10]=[C:9]([CH2:11][NH:12][C:37](=[O:38])[CH:36]([C:27]2[CH:28]=[CH:29][C:30]([CH2:31][O:32][CH2:33][CH2:34][OH:35])=[C:25]([F:24])[CH:26]=2)[CH3:40])[N:8]([C:13]2[CH:18]=[CH:17][CH:16]=[C:15]([O:19][C:20]([F:22])([F:23])[F:21])[CH:14]=2)[N:7]=1)([CH3:5])([CH3:3])[CH3:4]. (3) The product is: [C:1]([O:5][C:6]([N:8]1[CH2:13][CH2:12][N:11]([C:14]2[CH:19]=[CH:18][C:17]([O:20][CH2:21][C:22]3([CH3:34])[O:35][C:26]4=[N:27][C:28]([N+:30]([O-:32])=[O:31])=[CH:29][N:25]4[CH2:24][CH2:23]3)=[CH:16][CH:15]=2)[CH2:10][CH2:9]1)=[O:7])([CH3:4])([CH3:3])[CH3:2]. Given the reactants [C:1]([O:5][C:6]([N:8]1[CH2:13][CH2:12][N:11]([C:14]2[CH:19]=[CH:18][C:17]([O:20][CH2:21][C:22]([OH:35])([CH3:34])[CH2:23][CH2:24][N:25]3[CH:29]=[C:28]([N+:30]([O-:32])=[O:31])[N:27]=[C:26]3Cl)=[CH:16][CH:15]=2)[CH2:10][CH2:9]1)=[O:7])([CH3:4])([CH3:3])[CH3:2].[H-].[Na+].O, predict the reaction product. (4) Given the reactants [H-].[Na+].[CH2:3]([O:10][C:11]1[CH:12]=[C:13]2[C:18](=[CH:19][CH:20]=1)[C:17]([OH:21])=[C:16]([C:22]1[CH:27]=[CH:26][C:25]([F:28])=[CH:24][CH:23]=1)[CH:15]=[CH:14]2)[C:4]1[CH:9]=[CH:8][CH:7]=[CH:6][CH:5]=1.F[C:30]1[CH:37]=[CH:36][C:33]([CH:34]=[O:35])=[CH:32][CH:31]=1.C(OCC)C, predict the reaction product. The product is: [CH2:3]([O:10][C:11]1[CH:12]=[C:13]2[C:18](=[CH:19][CH:20]=1)[C:17]([O:21][C:30]1[CH:37]=[CH:36][C:33]([CH:34]=[O:35])=[CH:32][CH:31]=1)=[C:16]([C:22]1[CH:23]=[CH:24][C:25]([F:28])=[CH:26][CH:27]=1)[CH:15]=[CH:14]2)[C:4]1[CH:5]=[CH:6][CH:7]=[CH:8][CH:9]=1. (5) Given the reactants [OH:1][C:2]1[CH:16]=[CH:15][C:5]([C:6]([C:8]2[CH:13]=[CH:12][C:11]([OH:14])=[CH:10][CH:9]=2)=O)=[CH:4][CH:3]=1, predict the reaction product. The product is: [OH:1][C:2]1[CH:16]=[CH:15][C:5]([C:6]([C:8]2[CH:13]=[CH:12][C:11]([OH:14])=[CH:10][CH:9]=2)=[C:6]([C:5]2[CH:15]=[CH:16][C:2]([OH:1])=[CH:3][CH:4]=2)[C:8]2[CH:9]=[CH:10][C:11]([OH:14])=[CH:12][CH:13]=2)=[CH:4][CH:3]=1.